Dataset: Full USPTO retrosynthesis dataset with 1.9M reactions from patents (1976-2016). Task: Predict the reactants needed to synthesize the given product. (1) Given the product [C:36]([C:40]1[O:44][N:43]=[C:42]([NH:45][S:32]([C:3]2[C:2]([Cl:1])=[C:7]([NH:8][C:9]3[CH:14]=[CH:13][C:12]([F:15])=[CH:11][C:10]=3[CH3:16])[C:6]([C:17]([N:19]3[CH2:24][CH2:23][CH:22]([C:25]4[CH:26]=[CH:27][C:28]([F:31])=[CH:29][CH:30]=4)[CH2:21][CH2:20]3)=[O:18])=[CH:5][N:4]=2)(=[O:35])=[O:34])[CH:41]=1)([CH3:39])([CH3:38])[CH3:37], predict the reactants needed to synthesize it. The reactants are: [Cl:1][C:2]1[C:3]([S:32]([OH:35])(=[O:34])=O)=[N:4][CH:5]=[C:6]([C:17]([N:19]2[CH2:24][CH2:23][CH:22]([C:25]3[CH:30]=[CH:29][C:28]([F:31])=[CH:27][CH:26]=3)[CH2:21][CH2:20]2)=[O:18])[C:7]=1[NH:8][C:9]1[CH:14]=[CH:13][C:12]([F:15])=[CH:11][C:10]=1[CH3:16].[C:36]([C:40]1[O:44][N:43]=[C:42]([NH2:45])[CH:41]=1)([CH3:39])([CH3:38])[CH3:37]. (2) Given the product [CH2:40]([C@@H:35]1[NH:34][CH2:39][CH2:38][N:37]([C:2]2[N:7]=[C:6]([C:8]3[C:16]4[C:11](=[N:12][CH:13]=[CH:14][CH:15]=4)[NH:10][N:9]=3)[C:5]([C:17]([F:20])([F:19])[F:18])=[CH:4][CH:3]=2)[CH2:36]1)[CH:41]([CH3:43])[CH3:42], predict the reactants needed to synthesize it. The reactants are: Cl[C:2]1[N:7]=[C:6]([C:8]2[C:16]3[C:11](=[N:12][CH:13]=[CH:14][CH:15]=3)[NH:10][N:9]=2)[C:5]([C:17]([F:20])([F:19])[F:18])=[CH:4][CH:3]=1.C([O-])([O-])=O.[K+].[K+].C([N:34]1[CH2:39][CH2:38][NH:37][CH2:36][CH:35]1[CH2:40][CH:41]([CH3:43])[CH3:42])(OC(C)(C)C)=O. (3) Given the product [C:1]([N:5]1[C:9](=[O:10])[C:8]([NH:36][CH:33]2[CH2:34][CH2:35][N:30]([C:27]3[N:28]=[N:29][C:24]([O:23][CH3:22])=[CH:25][CH:26]=3)[CH2:31][CH2:32]2)=[C:7]([C:12]2[CH:17]=[CH:16][CH:15]=[CH:14][CH:13]=2)[S:6]1(=[O:19])=[O:18])([CH3:4])([CH3:3])[CH3:2], predict the reactants needed to synthesize it. The reactants are: [C:1]([N:5]1[C:9](=[O:10])[C:8](Cl)=[C:7]([C:12]2[CH:17]=[CH:16][CH:15]=[CH:14][CH:13]=2)[S:6]1(=[O:19])=[O:18])([CH3:4])([CH3:3])[CH3:2].Cl.Cl.[CH3:22][O:23][C:24]1[N:29]=[N:28][C:27]([N:30]2[CH2:35][CH2:34][CH:33]([NH2:36])[CH2:32][CH2:31]2)=[CH:26][CH:25]=1. (4) The reactants are: [Cl:1][C:2]1[C:3]([CH3:16])=[CH:4][C:5]([F:15])=[C:6]([CH:14]=1)[C:7]([NH:9][S:10]([CH3:13])(=[O:12])=[O:11])=[O:8].[Br:17]N1C(=O)CCC1=O.N(C(C)(C)C#N)=NC(C)(C)C#N. Given the product [Br:17][CH2:16][C:3]1[C:2]([Cl:1])=[CH:14][C:6]([C:7]([NH:9][S:10]([CH3:13])(=[O:12])=[O:11])=[O:8])=[C:5]([F:15])[CH:4]=1, predict the reactants needed to synthesize it. (5) Given the product [CH3:18][N:14]1[C:13]2[CH:19]=[C:9]3[O:8][CH2:2][C:20]4([C:28]5[C:23](=[CH:24][CH:25]=[CH:26][CH:27]=5)[N:22]([CH2:29][C@H:30]5[CH2:34][CH2:33][CH2:32][O:31]5)[C:21]4=[O:35])[C:10]3=[CH:11][C:12]=2[O:17][CH2:16][CH2:15]1, predict the reactants needed to synthesize it. The reactants are: F[C:2](F)(F)C(O)=O.[OH:8][C:9]1[C:10]([CH:20]2[C:28]3[C:23](=[CH:24][CH:25]=[CH:26][CH:27]=3)[N:22]([CH2:29][C@H:30]3[CH2:34][CH2:33][CH2:32][O:31]3)[C:21]2=[O:35])=[CH:11][C:12]2[O:17][CH2:16][CH2:15][N:14]([CH3:18])[C:13]=2[CH:19]=1.C1(C(C2C=CC=CC=2)N2C3C(=CC=CC=3)C(C3C=C(C)C(OC)=CC=3O)C2=O)C=CC=CC=1. (6) Given the product [Br:1][C:2]1[CH:3]=[CH:4][CH:5]=[C:6]2[C:10]=1[NH:9][C:8]([C:11]([O:13][CH2:14][CH3:15])=[O:12])=[C:7]2[CH2:16][CH2:17][CH2:18][N:20]1[C:29]2[C:24](=[CH:25][CH:26]=[CH:27][CH:28]=2)[CH2:23][CH2:22][CH2:21]1, predict the reactants needed to synthesize it. The reactants are: [Br:1][C:2]1[CH:3]=[CH:4][CH:5]=[C:6]2[C:10]=1[NH:9][C:8]([C:11]([O:13][CH2:14][CH3:15])=[O:12])=[C:7]2[CH2:16][CH2:17][CH:18]=O.[NH:20]1[C:29]2[C:24](=[CH:25][CH:26]=[CH:27][CH:28]=2)[CH2:23][CH2:22][CH2:21]1.C([O-])(=O)C.[Na+].